From a dataset of Full USPTO retrosynthesis dataset with 1.9M reactions from patents (1976-2016). Predict the reactants needed to synthesize the given product. (1) Given the product [OH:20][CH2:19][CH2:18][C:17]1[N:16]=[C:15]([O:14][CH2:13][C:3]2[C:4]([C:7]3[CH:12]=[CH:11][CH:10]=[CH:9][N:8]=3)=[N:5][O:6][C:2]=2[CH3:1])[CH:23]=[CH:22][C:50]=1[C:49]([NH2:48])=[O:51], predict the reactants needed to synthesize it. The reactants are: [CH3:1][C:2]1[O:6][N:5]=[C:4]([C:7]2[CH:12]=[CH:11][CH:10]=[CH:9][N:8]=2)[C:3]=1[CH2:13][O:14][C:15]1[CH:23]=[CH:22][C:18]([C:19](O)=[O:20])=[CH:17][N:16]=1.ClC1C=C(C2C(COC3C=CC(C(O)=O)=CN=3)=C(C)ON=2)C=CC=1.[NH2:48][CH:49]([OH:51])[CH3:50]. (2) Given the product [C:1]([O:5][C:6]([N:8]1[CH2:12][CH2:11][CH:10]([CH:13]([O:18][C:24]2[CH:23]=[N:22][C:21]([Cl:20])=[CH:26][CH:25]=2)[CH2:14][CH:15]([CH3:17])[CH3:16])[CH2:9]1)=[O:7])([CH3:4])([CH3:3])[CH3:2], predict the reactants needed to synthesize it. The reactants are: [C:1]([O:5][C:6]([N:8]1[CH2:12][CH2:11][CH:10]([CH:13]([OH:18])[CH2:14][CH:15]([CH3:17])[CH3:16])[C:9]1=O)=[O:7])([CH3:4])([CH3:3])[CH3:2].[Cl:20][C:21]1[CH:26]=[CH:25][C:24](O)=[CH:23][N:22]=1.C(P(CCCC)CCCC)CCC.C1CCN(C(/N=N/C(N2CCCCC2)=O)=O)CC1.C([O-])(O)=O.[Na+]. (3) Given the product [CH3:1][N:2]([CH2:3][C:4]1[CH:9]=[CH:8][C:7]([C:10]([N:12]2[CH2:18][C:17]3([CH3:20])[CH2:19][CH:13]2[CH2:14][C:15]([CH3:22])([CH3:21])[CH2:16]3)=[O:11])=[CH:6][CH:5]=1)[C:28]([C:24]1[O:23][CH:27]=[CH:26][CH:25]=1)=[O:29], predict the reactants needed to synthesize it. The reactants are: [CH3:1][NH:2][CH2:3][C:4]1[CH:9]=[CH:8][C:7]([C:10]([N:12]2[CH2:18][C:17]3([CH3:20])[CH2:19][CH:13]2[CH2:14][C:15]([CH3:22])([CH3:21])[CH2:16]3)=[O:11])=[CH:6][CH:5]=1.[O:23]1[CH:27]=[CH:26][CH:25]=[C:24]1[C:28](Cl)=[O:29]. (4) Given the product [OH:21][C:6]1[C:7]([NH:8][C:9](=[O:20])[C:10]2[CH:11]=[C:12]([CH3:19])[C:13]([O:17][CH3:18])=[C:14]([CH3:16])[CH:15]=2)=[C:2]([OH:1])[N:3]=[C:4]([S:22][CH3:27])[N:5]=1, predict the reactants needed to synthesize it. The reactants are: [OH:1][C:2]1[C:7]([NH:8][C:9](=[O:20])[C:10]2[CH:15]=[C:14]([CH3:16])[C:13]([O:17][CH3:18])=[C:12]([CH3:19])[CH:11]=2)=[C:6]([OH:21])[N:5]=[C:4]([S-:22])[N:3]=1.[Na+].[OH-].[Na+].I[CH3:27].Cl. (5) Given the product [Br:1][C@@H:24]([C:16]1[CH:15]=[C:14]([C:13]([F:28])([F:27])[F:12])[CH:19]=[C:18]([C:20]([F:23])([F:22])[F:21])[CH:17]=1)[CH3:25], predict the reactants needed to synthesize it. The reactants are: [Br:1]N1C(=O)CCC1=O.CSC.[F:12][C:13]([F:28])([F:27])[C:14]1[CH:15]=[C:16]([C@@H:24](O)[CH3:25])[CH:17]=[C:18]([C:20]([F:23])([F:22])[F:21])[CH:19]=1.CCCCCC. (6) Given the product [Cl:7][C:8]1[CH:9]=[C:10]([O:26][CH2:25][C:24]([O:28][CH2:29][CH3:30])=[O:27])[C:11]([C:14]#[N:15])=[N:12][CH:13]=1, predict the reactants needed to synthesize it. The reactants are: C(=O)([O-])[O-].[Cs+].[Cs+].[Cl:7][C:8]1[CH:9]=[C:10](F)[C:11]([C:14]#[N:15])=[N:12][CH:13]=1.CN1C(=O)CCC1.[C:24]([O:28][CH2:29][CH3:30])(=[O:27])[CH2:25][OH:26].